This data is from Reaction yield outcomes from USPTO patents with 853,638 reactions. The task is: Predict the reaction yield, written as a fraction of the theoretical maximum amount of product (1.0 means a 100% yield; for example, 0.34 means a 34% yield). The reactants are [OH-].[Na+].[N+:3]([C:6]1[CH:7]=[C:8]2[O:14]C(=O)[NH:12][C:9]2=[N:10][CH:11]=1)([O-:5])=[O:4]. The catalyst is O.C(O)C. The product is [NH2:12][C:9]1[C:8]([OH:14])=[CH:7][C:6]([N+:3]([O-:5])=[O:4])=[CH:11][N:10]=1. The yield is 0.860.